From a dataset of NCI-60 drug combinations with 297,098 pairs across 59 cell lines. Regression. Given two drug SMILES strings and cell line genomic features, predict the synergy score measuring deviation from expected non-interaction effect. (1) Drug 1: CC1C(C(CC(O1)OC2CC(CC3=C2C(=C4C(=C3O)C(=O)C5=C(C4=O)C(=CC=C5)OC)O)(C(=O)C)O)N)O.Cl. Drug 2: CS(=O)(=O)OCCCCOS(=O)(=O)C. Cell line: NCI-H226. Synergy scores: CSS=17.2, Synergy_ZIP=-7.52, Synergy_Bliss=3.59, Synergy_Loewe=-13.4, Synergy_HSA=2.41. (2) Drug 1: CC1OCC2C(O1)C(C(C(O2)OC3C4COC(=O)C4C(C5=CC6=C(C=C35)OCO6)C7=CC(=C(C(=C7)OC)O)OC)O)O. Drug 2: CC1CCCC2(C(O2)CC(NC(=O)CC(C(C(=O)C(C1O)C)(C)C)O)C(=CC3=CSC(=N3)C)C)C. Cell line: M14. Synergy scores: CSS=13.3, Synergy_ZIP=-4.95, Synergy_Bliss=2.75, Synergy_Loewe=-0.468, Synergy_HSA=0.306. (3) Drug 1: COC1=C(C=C2C(=C1)N=CN=C2NC3=CC(=C(C=C3)F)Cl)OCCCN4CCOCC4. Drug 2: CCC1(C2=C(COC1=O)C(=O)N3CC4=CC5=C(C=CC(=C5CN(C)C)O)N=C4C3=C2)O.Cl. Cell line: UACC-257. Synergy scores: CSS=16.9, Synergy_ZIP=-4.07, Synergy_Bliss=-1.70, Synergy_Loewe=-4.45, Synergy_HSA=0.00729. (4) Drug 1: CC1=C(C=C(C=C1)NC2=NC=CC(=N2)N(C)C3=CC4=NN(C(=C4C=C3)C)C)S(=O)(=O)N.Cl. Drug 2: CC1C(C(=O)NC(C(=O)N2CCCC2C(=O)N(CC(=O)N(C(C(=O)O1)C(C)C)C)C)C(C)C)NC(=O)C3=C4C(=C(C=C3)C)OC5=C(C(=O)C(=C(C5=N4)C(=O)NC6C(OC(=O)C(N(C(=O)CN(C(=O)C7CCCN7C(=O)C(NC6=O)C(C)C)C)C)C(C)C)C)N)C. Cell line: NCI-H226. Synergy scores: CSS=18.1, Synergy_ZIP=6.87, Synergy_Bliss=13.7, Synergy_Loewe=13.8, Synergy_HSA=13.6. (5) Drug 1: CC12CCC(CC1=CCC3C2CCC4(C3CC=C4C5=CN=CC=C5)C)O. Drug 2: C1CC(C1)(C(=O)O)C(=O)O.[NH2-].[NH2-].[Pt+2]. Cell line: SF-295. Synergy scores: CSS=19.5, Synergy_ZIP=-3.34, Synergy_Bliss=-3.64, Synergy_Loewe=-6.06, Synergy_HSA=-1.37.